From a dataset of Reaction yield outcomes from USPTO patents with 853,638 reactions. Predict the reaction yield, written as a fraction of the theoretical maximum amount of product (1.0 means a 100% yield; for example, 0.34 means a 34% yield). (1) The reactants are [Br:1][C:2]1[C:3]([C:9](OC)=[O:10])=[N:4][C:5]([F:8])=[CH:6][CH:7]=1.[BH4-].[Na+]. The catalyst is CO. The product is [Br:1][C:2]1[C:3]([CH2:9][OH:10])=[N:4][C:5]([F:8])=[CH:6][CH:7]=1. The yield is 0.800. (2) The yield is 0.440. The reactants are Br[C:2]1[CH:7]=[CH:6][C:5]([CH3:8])=[CH:4][N:3]=1.CCCCCC.C([Li])CCC.[CH3:20][C:21]1[CH:22]=[C:23]([O:26][C:27]=1[CH3:28])[CH:24]=[O:25]. The product is [CH3:20][C:21]1[CH:22]=[C:23]([CH:24]([C:2]2[CH:7]=[CH:6][C:5]([CH3:8])=[CH:4][N:3]=2)[OH:25])[O:26][C:27]=1[CH3:28]. The catalyst is O1CCCC1.O. (3) The reactants are Br/[CH:2]=[C:3]1/[C:4]2[CH:17]=[CH:16][C:15]([F:18])=[CH:14][C:5]=2[O:6][CH2:7][C:8]2[N:13]=[CH:12][CH:11]=[CH:10][C:9]/1=2.[N:19]1([CH2:25][CH2:26][N:27]2[C:31]3[CH:32]=[CH:33][C:34](C4(O)CCCB4O)=[CH:35][C:30]=3[NH:29][C:28]2=[O:43])[CH2:24][CH2:23][O:22][CH2:21][CH2:20]1. No catalyst specified. The product is [F:18][C:15]1[CH:16]=[CH:17][C:4]2=[C:5]([CH:14]=1)[O:6][CH2:7][C:8]1[N:13]=[CH:12][CH:11]=[CH:10][C:9]=1/[C:3]/2=[CH:2]\[C:34]1[CH:33]=[CH:32][C:31]2[N:27]([CH2:26][CH2:25][N:19]3[CH2:20][CH2:21][O:22][CH2:23][CH2:24]3)[C:28](=[O:43])[NH:29][C:30]=2[CH:35]=1. The yield is 0.390. (4) The reactants are CCN(C(C)C)C(C)C.[NH:10]([C:12]([C:14]1([CH2:17][NH:18][C:19](=[O:25])[O:20][C:21]([CH3:24])([CH3:23])[CH3:22])[CH2:16][CH2:15]1)=[O:13])[NH2:11].[CH2:26]([O:33][N:34]1[C:40](=[O:41])[N:39]2[CH2:42][C@H:35]1[CH2:36][CH2:37][CH:38]2[C:43](O)=[O:44])[C:27]1[CH:32]=[CH:31][CH:30]=[CH:29][CH:28]=1.CN(C(ON1N=NC2C=CC=NC1=2)=[N+](C)C)C.F[P-](F)(F)(F)(F)F. The catalyst is C(Cl)Cl. The product is [C:21]([O:20][C:19](=[O:25])[NH:18][CH2:17][C:14]1([C:12]([NH:10][NH:11][C:43]([CH:38]2[CH2:37][CH2:36][C@@H:35]3[CH2:42][N:39]2[C:40](=[O:41])[N:34]3[O:33][CH2:26][C:27]2[CH:32]=[CH:31][CH:30]=[CH:29][CH:28]=2)=[O:44])=[O:13])[CH2:16][CH2:15]1)([CH3:22])([CH3:24])[CH3:23]. The yield is 0.850. (5) The reactants are [F:1][C:2]1[CH:7]=[CH:6][CH:5]=[C:4]([F:8])[C:3]=1[C:9]1[N:14]=[C:13]([C:15]([NH:17][C:18]2[C:19]([N:28]3[CH2:33][CH2:32][CH2:31][C@H:30]([NH:34]C(=O)OC(C)(C)C)[CH2:29]3)=[C:20]3[CH2:26][CH2:25][C:24](=[O:27])[C:21]3=[N:22][CH:23]=2)=[O:16])[CH:12]=[CH:11][C:10]=1[F:42].C(O)(C(F)(F)F)=O. The catalyst is C(Cl)Cl. The product is [NH2:34][C@H:30]1[CH2:31][CH2:32][CH2:33][N:28]([C:19]2[C:18]([NH:17][C:15]([C:13]3[CH:12]=[CH:11][C:10]([F:42])=[C:9]([C:3]4[C:2]([F:1])=[CH:7][CH:6]=[CH:5][C:4]=4[F:8])[N:14]=3)=[O:16])=[CH:23][N:22]=[C:21]3[C:24](=[O:27])[CH2:25][CH2:26][C:20]=23)[CH2:29]1. The yield is 0.440. (6) The reactants are Br[C:2]1[CH:3]=[C:4]2[C:10]([CH2:11][C:12]3[CH:13]=[CH:14][C:15]([NH:19][CH2:20][C:21]4[CH:22]=[N:23][C:24]([O:28][CH3:29])=[C:25]([F:27])[CH:26]=4)=[N:16][C:17]=3[F:18])=[CH:9][NH:8][C:5]2=[N:6][CH:7]=1.[CH3:30][N:31](C)C(=O)C. The catalyst is [Zn].[C-]#N.[Zn+2].[C-]#N.C1C=CC(/C=C/C(/C=C/C2C=CC=CC=2)=O)=CC=1.C1C=CC(/C=C/C(/C=C/C2C=CC=CC=2)=O)=CC=1.C1C=CC(/C=C/C(/C=C/C2C=CC=CC=2)=O)=CC=1.[Pd].[Pd]. The product is [F:18][C:17]1[C:12]([CH2:11][C:10]2[C:4]3[C:5](=[N:6][CH:7]=[C:2]([C:30]#[N:31])[CH:3]=3)[NH:8][CH:9]=2)=[CH:13][CH:14]=[C:15]([NH:19][CH2:20][C:21]2[CH:22]=[N:23][C:24]([O:28][CH3:29])=[C:25]([F:27])[CH:26]=2)[N:16]=1. The yield is 0.888. (7) The reactants are [CH3:1][C:2]([S@@:5]([NH2:7])=[O:6])([CH3:4])[CH3:3].[Br:8][C:9]1[CH:16]=[CH:15][C:12]([CH:13]=O)=[C:11]([F:17])[CH:10]=1.C1(C)C=CC(S([O-])(=O)=O)=CC=1.[NH+]1C=CC=CC=1.S([O-])([O-])(=O)=O.[Mg+2]. The catalyst is C(Cl)Cl. The product is [Br:8][C:9]1[CH:16]=[CH:15][C:12](/[CH:13]=[N:7]/[S@:5]([C:2]([CH3:4])([CH3:3])[CH3:1])=[O:6])=[C:11]([F:17])[CH:10]=1. The yield is 0.440. (8) The reactants are C([N:8](CC1C=CC=CC=1)[C@H:9]([CH2:21][O:22][CH3:23])[CH2:10][C:11]1[CH:16]=[CH:15][C:14]([O:17][CH2:18][O:19][CH3:20])=[CH:13][CH:12]=1)C1C=CC=CC=1. The catalyst is [Pd].CO. The product is [CH3:20][O:19][CH2:18][O:17][C:14]1[CH:15]=[CH:16][C:11]([CH2:10][C@H:9]([NH2:8])[CH2:21][O:22][CH3:23])=[CH:12][CH:13]=1. The yield is 0.980.